From a dataset of NCI-60 drug combinations with 297,098 pairs across 59 cell lines. Regression. Given two drug SMILES strings and cell line genomic features, predict the synergy score measuring deviation from expected non-interaction effect. (1) Drug 1: CC1C(C(CC(O1)OC2CC(OC(C2O)C)OC3=CC4=CC5=C(C(=O)C(C(C5)C(C(=O)C(C(C)O)O)OC)OC6CC(C(C(O6)C)O)OC7CC(C(C(O7)C)O)OC8CC(C(C(O8)C)O)(C)O)C(=C4C(=C3C)O)O)O)O. Drug 2: C1C(C(OC1N2C=NC(=NC2=O)N)CO)O. Cell line: NCI/ADR-RES. Synergy scores: CSS=17.4, Synergy_ZIP=-8.07, Synergy_Bliss=-3.16, Synergy_Loewe=0.0488, Synergy_HSA=0.481. (2) Drug 1: CC1OCC2C(O1)C(C(C(O2)OC3C4COC(=O)C4C(C5=CC6=C(C=C35)OCO6)C7=CC(=C(C(=C7)OC)O)OC)O)O. Drug 2: CC1C(C(CC(O1)OC2CC(CC3=C2C(=C4C(=C3O)C(=O)C5=C(C4=O)C(=CC=C5)OC)O)(C(=O)C)O)N)O.Cl. Cell line: HT29. Synergy scores: CSS=25.6, Synergy_ZIP=-0.618, Synergy_Bliss=4.09, Synergy_Loewe=-2.07, Synergy_HSA=6.63.